The task is: Regression. Given two drug SMILES strings and cell line genomic features, predict the synergy score measuring deviation from expected non-interaction effect.. This data is from NCI-60 drug combinations with 297,098 pairs across 59 cell lines. (1) Drug 1: CC1=CC=C(C=C1)C2=CC(=NN2C3=CC=C(C=C3)S(=O)(=O)N)C(F)(F)F. Drug 2: CC1C(C(CC(O1)OC2CC(CC3=C2C(=C4C(=C3O)C(=O)C5=CC=CC=C5C4=O)O)(C(=O)C)O)N)O. Cell line: SF-268. Synergy scores: CSS=38.2, Synergy_ZIP=-1.46, Synergy_Bliss=-2.75, Synergy_Loewe=-6.54, Synergy_HSA=-0.348. (2) Drug 1: C1=CC(=CC=C1CCCC(=O)O)N(CCCl)CCCl. Drug 2: C(=O)(N)NO. Cell line: SW-620. Synergy scores: CSS=23.4, Synergy_ZIP=-5.50, Synergy_Bliss=-2.72, Synergy_Loewe=-11.4, Synergy_HSA=-2.96. (3) Drug 1: CCC1(CC2CC(C3=C(CCN(C2)C1)C4=CC=CC=C4N3)(C5=C(C=C6C(=C5)C78CCN9C7C(C=CC9)(C(C(C8N6C=O)(C(=O)OC)O)OC(=O)C)CC)OC)C(=O)OC)O.OS(=O)(=O)O. Drug 2: C1=NC2=C(N1)C(=S)N=CN2. Cell line: MALME-3M. Synergy scores: CSS=21.7, Synergy_ZIP=1.08, Synergy_Bliss=2.52, Synergy_Loewe=2.79, Synergy_HSA=4.02. (4) Drug 1: CCCS(=O)(=O)NC1=C(C(=C(C=C1)F)C(=O)C2=CNC3=C2C=C(C=N3)C4=CC=C(C=C4)Cl)F. Drug 2: CN1CCC(CC1)COC2=C(C=C3C(=C2)N=CN=C3NC4=C(C=C(C=C4)Br)F)OC. Cell line: SK-MEL-5. Synergy scores: CSS=28.1, Synergy_ZIP=4.94, Synergy_Bliss=4.61, Synergy_Loewe=-14.6, Synergy_HSA=0.670.